Dataset: Catalyst prediction with 721,799 reactions and 888 catalyst types from USPTO. Task: Predict which catalyst facilitates the given reaction. (1) Reactant: Br[CH2:2][C:3]([O:5][C@H:6]([C:17]1[CH:22]=[CH:21][C:20]([O:23][CH:24]([F:26])[F:25])=[C:19]([O:27][CH2:28][CH:29]2[CH2:31][CH2:30]2)[CH:18]=1)[CH2:7][C:8]1[C:13]([Cl:14])=[CH:12][N+:11]([O-:15])=[CH:10][C:9]=1[Cl:16])=[O:4].C([O-])([O-])=O.[K+].[K+].[CH3:38][C:39]1([CH3:50])[C:43]2[CH:44]=[CH:45][CH:46]=[CH:47][C:42]=2[S:41](=[O:49])(=[O:48])[NH:40]1. Product: [Cl:16][C:9]1[CH:10]=[N+:11]([O-:15])[CH:12]=[C:13]([Cl:14])[C:8]=1[CH2:7][C@@H:6]([C:17]1[CH:22]=[CH:21][C:20]([O:23][CH:24]([F:26])[F:25])=[C:19]([O:27][CH2:28][CH:29]2[CH2:31][CH2:30]2)[CH:18]=1)[O:5][C:3](=[O:4])[CH2:2][N:40]1[C:39]([CH3:50])([CH3:38])[C:43]2[CH:44]=[CH:45][CH:46]=[CH:47][C:42]=2[S:41]1(=[O:48])=[O:49]. The catalyst class is: 3. (2) Reactant: [N:1]1([C:7]([O:9][C:10]([CH3:13])([CH3:12])[CH3:11])=[O:8])[CH2:6][CH2:5][NH:4][CH2:3][CH2:2]1.[O:14]1[CH2:17][C:16](=O)[CH2:15]1.C(O[BH-](OC(=O)C)OC(=O)C)(=O)C.[Na+].C([O-])(O)=O.[Na+]. Product: [O:14]1[CH2:17][CH:16]([N:4]2[CH2:5][CH2:6][N:1]([C:7]([O:9][C:10]([CH3:13])([CH3:12])[CH3:11])=[O:8])[CH2:2][CH2:3]2)[CH2:15]1. The catalyst class is: 279. (3) Reactant: [C:1]([O:5][C:6](=[O:20])[C:7]1[CH:12]=[CH:11][C:10]([F:13])=[CH:9][C:8]=1[NH:14][C@@H:15]([CH3:19])[CH2:16][O:17][CH3:18])([CH3:4])([CH3:3])[CH3:2].C(N(CC)CC)C.[F:28][C:29]([F:40])([F:39])[C:30](O[C:30](=[O:31])[C:29]([F:40])([F:39])[F:28])=[O:31]. Product: [C:1]([O:5][C:6](=[O:20])[C:7]1[CH:12]=[CH:11][C:10]([F:13])=[CH:9][C:8]=1[N:14]([C@@H:15]([CH3:19])[CH2:16][O:17][CH3:18])[C:30](=[O:31])[C:29]([F:40])([F:39])[F:28])([CH3:4])([CH3:3])[CH3:2]. The catalyst class is: 4. (4) Reactant: [NH2:1][C:2]1[C:11]([NH2:12])=[CH:10][CH:9]=[CH:8][C:3]=1[C:4]([O:6][CH3:7])=[O:5].[CH:13](O)=O. The catalyst class is: 33. Product: [N:12]1[C:11]2[CH:10]=[CH:9][CH:8]=[C:3]([C:4]([O:6][CH3:7])=[O:5])[C:2]=2[NH:1][CH:13]=1. (5) Reactant: [CH2:1]([O:8][C:9]1[CH:14]=[CH:13][C:12]([Br:15])=[CH:11][C:10]=1[CH:16]([C:30]1[CH:35]=[CH:34][CH:33]=[CH:32][CH:31]=1)[CH2:17][CH2:18]OS(C1C=CC(C)=CC=1)(=O)=O)[C:2]1[CH:7]=[CH:6][CH:5]=[CH:4][CH:3]=1.[CH:36]([NH:39][CH:40]([CH3:42])[CH3:41])([CH3:38])[CH3:37].O.Cl. Product: [CH:36]([N:39]([CH2:18][CH2:17][CH:16]([C:10]1[CH:11]=[C:12]([Br:15])[CH:13]=[CH:14][C:9]=1[O:8][CH2:1][C:2]1[CH:3]=[CH:4][CH:5]=[CH:6][CH:7]=1)[C:30]1[CH:35]=[CH:34][CH:33]=[CH:32][CH:31]=1)[CH:40]([CH3:42])[CH3:41])([CH3:38])[CH3:37]. The catalyst class is: 10. (6) Product: [Cl:1][C:2]1[C:19]([C:20]([F:21])([F:22])[F:23])=[CH:18][CH:17]=[CH:16][C:3]=1[CH2:4][N:5]1[C@@H:10]([CH3:11])[CH2:9][N:8]2[C:29]([C:28]3[CH:33]=[CH:34][C:25]([F:24])=[CH:26][CH:27]=3)=[N:31][N:32]=[C:7]2[C:6]1=[O:15]. Reactant: [Cl:1][C:2]1[C:19]([C:20]([F:23])([F:22])[F:21])=[CH:18][CH:17]=[CH:16][C:3]=1[CH2:4][N:5]1[C@@H:10]([CH3:11])[CH2:9][N:8]=[C:7](OCC)[C:6]1=[O:15].[F:24][C:25]1[CH:34]=[CH:33][C:28]([C:29]([NH:31][NH2:32])=O)=[CH:27][CH:26]=1. The catalyst class is: 51.